Task: Predict the reactants needed to synthesize the given product.. Dataset: Retrosynthesis with 50K atom-mapped reactions and 10 reaction types from USPTO (1) Given the product CC(C)(C)OC(=O)N1CCC[C@H]1COc1cncc(N2CCC(CCOc3ccc(OCc4ccccc4)cc3)CC2)c1, predict the reactants needed to synthesize it. The reactants are: CC(C)(C)OC(=O)N1CCC[C@H]1COc1cncc(Br)c1.c1ccc(COc2ccc(OCCC3CCNCC3)cc2)cc1. (2) The reactants are: CCOC(=O)CC1(O)CCc2c(F)cc(F)cc21. Given the product O=C(O)CC1(O)CCc2c(F)cc(F)cc21, predict the reactants needed to synthesize it.